From a dataset of Reaction yield outcomes from USPTO patents with 853,638 reactions. Predict the reaction yield, written as a fraction of the theoretical maximum amount of product (1.0 means a 100% yield; for example, 0.34 means a 34% yield). (1) The reactants are [CH2:1]([O:3][C:4](=[O:26])[CH2:5][N:6]1[CH:10]([C:11]2[CH:16]=[CH:15][C:14](Br)=[CH:13][CH:12]=2)[CH2:9][C:8]([C:18]2[CH:23]=[CH:22][C:21]([O:24][CH3:25])=[CH:20][CH:19]=2)=[N:7]1)[CH3:2].[CH:27]1[C:35]2[C:34]3[CH:36]=[CH:37][CH:38]=[CH:39][C:33]=3[O:32][C:31]=2[C:30](B(O)O)=[CH:29][CH:28]=1.C([O-])([O-])=O.[K+].[K+]. The catalyst is C1(C)C=CC=CC=1.O. The product is [CH2:1]([O:3][C:4](=[O:26])[CH2:5][N:6]1[CH:10]([C:11]2[CH:16]=[CH:15][C:14]([C:39]3[C:33]4[O:32][C:31]5[CH:30]=[CH:29][CH:28]=[CH:27][C:35]=5[C:34]=4[CH:36]=[CH:37][CH:38]=3)=[CH:13][CH:12]=2)[CH2:9][C:8]([C:18]2[CH:23]=[CH:22][C:21]([O:24][CH3:25])=[CH:20][CH:19]=2)=[N:7]1)[CH3:2]. The yield is 0.780. (2) The reactants are [CH2:1]([O:3][C:4]([C:6]1[C:7]([O:13][C:14]2[C:19]([CH3:20])=[CH:18][C:17]([CH3:21])=[CH:16][C:15]=2[CH3:22])=[N+:8]([O-])[CH:9]=[CH:10][CH:11]=1)=[O:5])[CH3:2].[F-].[Cs+].C[Si](C)(C)[C:27]([F:33])([F:32])[C:28]([F:31])([F:30])[F:29].O. The catalyst is O1CCCC1.C(OCC)(=O)C. The product is [F:32][C:27]([F:33])([C:9]1[N:8]=[C:7]([O:13][C:14]2[C:19]([CH3:20])=[CH:18][C:17]([CH3:21])=[CH:16][C:15]=2[CH3:22])[C:6]([C:4]([O:3][CH2:1][CH3:2])=[O:5])=[CH:11][CH:10]=1)[C:28]([F:31])([F:30])[F:29]. The yield is 0.250.